From a dataset of Catalyst prediction with 721,799 reactions and 888 catalyst types from USPTO. Predict which catalyst facilitates the given reaction. (1) The catalyst class is: 5. Reactant: [CH2:1]([NH:3][C:4]([N:6]1[CH2:10][CH2:9][C:8]([CH2:11][CH3:12])=[N:7]1)=[S:5])[CH3:2].I[CH3:14]. Product: [CH3:14][S:5][C:4]([N:6]1[CH2:10][CH2:9][C:8]([CH2:11][CH3:12])=[N:7]1)=[N:3][CH2:1][CH3:2]. (2) Reactant: [CH2:1]1[C:10]2[C:5](=[CH:6][CH:7]=[CH:8][C:9]=2[C:11]([O:13]C)=[O:12])[CH2:4][CH2:3][NH:2]1.Cl.[Br:16][C:17]1[C:18]([C:24]([O:26][C:27]([CH3:30])([CH3:29])[CH3:28])=[O:25])=[N:19][C:20](Cl)=[CH:21][CH:22]=1.C(=O)([O-])[O-].[Cs+].[Cs+]. Product: [Br:16][C:17]1[CH:22]=[CH:21][C:20]([N:2]2[CH2:3][CH2:4][C:5]3[C:10](=[C:9]([C:11]([OH:13])=[O:12])[CH:8]=[CH:7][CH:6]=3)[CH2:1]2)=[N:19][C:18]=1[C:24]([O:26][C:27]([CH3:30])([CH3:29])[CH3:28])=[O:25]. The catalyst class is: 395. (3) Reactant: [CH:1]([C:4]1[CH:9]=[CH:8][CH:7]=[C:6]([CH3:10])[C:5]=1[NH2:11])([CH3:3])[CH3:2].[Br:12]Br. Product: [Br:12][C:8]1[CH:7]=[C:6]([CH3:10])[C:5]([NH2:11])=[C:4]([CH:1]([CH3:3])[CH3:2])[CH:9]=1. The catalyst class is: 15. (4) Reactant: [CH:1]([N:4]1[CH2:9][CH2:8][CH:7]([O:10][C:11]2[CH:19]=[CH:18][C:17]3[N:16]4[C@H:20]([CH3:25])[CH2:21][NH:22][C:23](=[O:24])[C:15]4=[CH:14][C:13]=3[CH:12]=2)[CH2:6][CH2:5]1)([CH3:3])[CH3:2].[Cl:26]N1C(=O)CCC1=O.[OH-].[Na+]. Product: [Cl:26][C:14]1[C:13]2[CH:12]=[C:11]([O:10][CH:7]3[CH2:8][CH2:9][N:4]([CH:1]([CH3:3])[CH3:2])[CH2:5][CH2:6]3)[CH:19]=[CH:18][C:17]=2[N:16]2[C@H:20]([CH3:25])[CH2:21][NH:22][C:23](=[O:24])[C:15]=12. The catalyst class is: 9.